The task is: Predict the reactants needed to synthesize the given product.. This data is from Full USPTO retrosynthesis dataset with 1.9M reactions from patents (1976-2016). (1) Given the product [CH3:1][O:2][C:3]1[CH:30]=[CH:29][CH:28]=[CH:27][C:4]=1[CH2:5][N:6]1[CH2:10][CH2:9][C:8]([CH2:11][CH2:12][N:48]2[CH2:49][CH2:50][CH2:51][N:45]([C:37]3[N:36]([CH2:35][CH2:34][O:33][CH2:31][CH3:32])[C:40]4[CH:41]=[CH:42][CH:43]=[CH:44][C:39]=4[N:38]=3)[CH2:46][CH2:47]2)([CH2:18][C:19]2[CH:24]=[CH:23][C:22]([F:25])=[CH:21][CH:20]=2)[C:7]1=[O:26], predict the reactants needed to synthesize it. The reactants are: [CH3:1][O:2][C:3]1[CH:30]=[CH:29][CH:28]=[CH:27][C:4]=1[CH2:5][N:6]1[CH2:10][CH2:9][C:8]([CH2:18][C:19]2[CH:24]=[CH:23][C:22]([F:25])=[CH:21][CH:20]=2)([CH2:11][CH2:12]OS(C)(=O)=O)[C:7]1=[O:26].[CH2:31]([O:33][CH2:34][CH2:35][N:36]1[C:40]2[CH:41]=[CH:42][CH:43]=[CH:44][C:39]=2[N:38]=[C:37]1[N:45]1[CH2:51][CH2:50][CH2:49][NH:48][CH2:47][CH2:46]1)[CH3:32]. (2) Given the product [C:2]([C:6]1[CH:7]=[C:8]2[C:18]([CH:12]([OH:17])[CH2:11][CH2:10][O:9]2)=[CH:19][CH:20]=1)([CH3:3])([CH3:4])[CH3:5], predict the reactants needed to synthesize it. The reactants are: Cl.[C:2]([C:6]1[CH:7]=[C:8]([CH:18]=[CH:19][CH:20]=1)[O:9][CH2:10][CH2:11][CH:12]1[O:17]CCCO1)([CH3:5])([CH3:4])[CH3:3]. (3) Given the product [CH2:1]([C:3]1[C:8](=[O:9])[NH:7][C:6]([CH3:10])=[C:5]([C:11]2[CH:16]=[CH:15][C:14]([C:17]([N:20]3[CH2:24][CH2:23][CH2:22][CH2:21]3)=[O:19])=[CH:13][N:12]=2)[CH:4]=1)[CH3:2], predict the reactants needed to synthesize it. The reactants are: [CH2:1]([C:3]1[C:8](=[O:9])[NH:7][C:6]([CH3:10])=[C:5]([C:11]2[CH:16]=[CH:15][C:14]([C:17]([OH:19])=O)=[CH:13][N:12]=2)[CH:4]=1)[CH3:2].[NH:20]1[CH2:24][CH2:23][CH2:22][CH2:21]1. (4) The reactants are: [CH3:1][O:2][C:3]1[CH:4]=[C:5]([C:13]#[CH:14])[CH:6]=[CH:7][C:8]=1[O:9][C:10](=[O:12])[CH3:11].[CH3:15][O:16][C:17]1[CH:24]=[C:23]([O:25][CH3:26])[C:22]([O:27][CH3:28])=[CH:21][C:18]=1[CH2:19][SH:20].[Na]. Given the product [CH3:1][O:2][C:3]1[CH:4]=[C:5]([CH:6]=[CH:7][C:8]=1[O:9][C:10](=[O:12])[CH3:11])/[CH:13]=[CH:14]\[CH:19]([S:20][CH:19](/[CH:14]=[CH:13]\[C:5]1[CH:6]=[CH:7][C:8]([O:9][C:10](=[O:12])[CH3:11])=[C:3]([O:2][CH3:1])[CH:4]=1)[C:18]1[CH:21]=[C:22]([O:27][CH3:28])[C:23]([O:25][CH3:26])=[CH:24][C:17]=1[O:16][CH3:15])[C:18]1[CH:21]=[C:22]([O:27][CH3:28])[C:23]([O:25][CH3:26])=[CH:24][C:17]=1[O:16][CH3:15], predict the reactants needed to synthesize it. (5) The reactants are: [Cl-].C1([P+](C2C=CC=CC=2)(C2C=CC=CC=2)[CH2:9][C:10]2[CH:11]=[N:12][CH:13]=[CH:14][CH:15]=2)C=CC=CC=1.[H-].[Na+].[Cl:30][C:31]1[CH:38]=[CH:37][C:34]([CH:35]=O)=[CH:33][C:32]=1[N+:39]([O-:41])=[O:40]. Given the product [Cl:30][C:31]1[CH:38]=[CH:37][C:34]([CH:35]=[CH:9][C:10]2[CH:11]=[N:12][CH:13]=[CH:14][CH:15]=2)=[CH:33][C:32]=1[N+:39]([O-:41])=[O:40], predict the reactants needed to synthesize it.